Dataset: Full USPTO retrosynthesis dataset with 1.9M reactions from patents (1976-2016). Task: Predict the reactants needed to synthesize the given product. Given the product [C:2]1([C:1](=[N:14][N:15]=[C:18]([CH:17]([F:26])[F:16])[CH2:19][C:20]([O:22][CH2:23][CH3:24])=[O:21])[C:8]2[CH:9]=[CH:10][CH:11]=[CH:12][CH:13]=2)[CH:7]=[CH:6][CH:5]=[CH:4][CH:3]=1, predict the reactants needed to synthesize it. The reactants are: [C:1](=[N:14][NH2:15])([C:8]1[CH:13]=[CH:12][CH:11]=[CH:10][CH:9]=1)[C:2]1[CH:7]=[CH:6][CH:5]=[CH:4][CH:3]=1.[F:16][CH:17]([F:26])[C:18](=O)[CH2:19][C:20]([O:22][CH2:23][CH3:24])=[O:21].